This data is from NCI-60 drug combinations with 297,098 pairs across 59 cell lines. The task is: Regression. Given two drug SMILES strings and cell line genomic features, predict the synergy score measuring deviation from expected non-interaction effect. Drug 1: CN1C(=O)N2C=NC(=C2N=N1)C(=O)N. Drug 2: C(=O)(N)NO. Cell line: RPMI-8226. Synergy scores: CSS=2.55, Synergy_ZIP=4.03, Synergy_Bliss=8.13, Synergy_Loewe=3.82, Synergy_HSA=0.695.